This data is from Catalyst prediction with 721,799 reactions and 888 catalyst types from USPTO. The task is: Predict which catalyst facilitates the given reaction. (1) Reactant: [C:1]([Cl:9])(=[O:8])[C:2]1[CH:7]=[CH:6][CH:5]=[CH:4][CH:3]=1.[CH3:10][N:11]1[CH2:16][CH2:15][CH:14]([O:17][C:18]2[CH:19]=[C:20]([NH2:24])[CH:21]=[CH:22][CH:23]=2)[CH2:13][CH2:12]1. Product: [ClH:9].[CH3:10][N:11]1[CH2:12][CH2:13][CH:14]([O:17][C:18]2[CH:19]=[C:20]([NH:24][C:1](=[O:8])[C:2]3[CH:7]=[CH:6][CH:5]=[CH:4][CH:3]=3)[CH:21]=[CH:22][CH:23]=2)[CH2:15][CH2:16]1. The catalyst class is: 12. (2) Reactant: Cl.[CH3:2][CH:3]1[CH2:8][NH:7][CH2:6][CH2:5][N:4]1[CH2:9][CH2:10][CH2:11][C:12]#[N:13].C1(P(C2C=CC=CC=2)C2C=CC3C(=CC=CC=3)C=2C2C3C(=CC=CC=3)C=CC=2P(C2C=CC=CC=2)C2C=CC=CC=2)C=CC=CC=1.CC([O-])(C)C.[Na+].Br[C:67]1[CH:72]=[CH:71][C:70]([F:73])=[CH:69][CH:68]=1. Product: [F:73][C:70]1[CH:71]=[CH:72][C:67]([N:7]2[CH2:6][CH2:5][N:4]([CH2:9][CH2:10][CH2:11][C:12]#[N:13])[CH:3]([CH3:2])[CH2:8]2)=[CH:68][CH:69]=1. The catalyst class is: 12.